The task is: Predict the reactants needed to synthesize the given product.. This data is from Full USPTO retrosynthesis dataset with 1.9M reactions from patents (1976-2016). (1) Given the product [C:17]([O:16][C:14](=[O:15])[N:2]([CH2:3][CH2:4][OH:5])[CH3:1])([CH3:18])([CH3:19])[CH3:20], predict the reactants needed to synthesize it. The reactants are: [CH3:1][NH:2][CH2:3][CH2:4][OH:5].[C:14](O[C:14]([O:16][C:17]([CH3:20])([CH3:19])[CH3:18])=[O:15])([O:16][C:17]([CH3:20])([CH3:19])[CH3:18])=[O:15]. (2) Given the product [Br:1][C:2]1[CH:10]=[C:9]2[C:5]([C:6]([CH3:13])([CH3:12])[C:7](=[O:11])[N:8]2[CH2:15][C:16]2[CH:21]=[CH:20][C:19]([O:22][CH3:23])=[CH:18][CH:17]=2)=[CH:4][CH:3]=1, predict the reactants needed to synthesize it. The reactants are: [Br:1][C:2]1[CH:10]=[C:9]2[C:5]([C:6]([CH3:13])([CH3:12])[C:7](=[O:11])[NH:8]2)=[CH:4][CH:3]=1.Br[CH2:15][C:16]1[CH:21]=[CH:20][C:19]([O:22][CH3:23])=[CH:18][CH:17]=1.C(=O)([O-])[O-].[Cs+].[Cs+]. (3) Given the product [Br:1][C:2]1[N:7]=[C:6]([C:8]2[S:12][C:11]([N:13]3[CH2:18][CH2:17][N:16]([CH3:20])[C:15](=[O:19])[CH2:14]3)=[N:10][CH:9]=2)[CH:5]=[CH:4][CH:3]=1, predict the reactants needed to synthesize it. The reactants are: [Br:1][C:2]1[N:7]=[C:6]([C:8]2[S:12][C:11]([N:13]3[CH2:18][CH2:17][NH:16][C:15](=[O:19])[CH2:14]3)=[N:10][CH:9]=2)[CH:5]=[CH:4][CH:3]=1.[CH3:20]N(C)C=O.[H-].[Na+].CI. (4) Given the product [F:1][C:2]1[CH:3]=[C:4]2[C:9](=[CH:10][CH:11]=1)[N:8]=[C:7]([CH:12]([OH:14])[CH3:13])[C:6]([C:15]1[CH:20]=[CH:19][CH:18]=[CH:17][N:16]=1)=[CH:5]2, predict the reactants needed to synthesize it. The reactants are: [F:1][C:2]1[CH:3]=[C:4]2[C:9](=[CH:10][CH:11]=1)[N:8]=[C:7]([C:12](=[O:14])[CH3:13])[C:6]([C:15]1[CH:20]=[CH:19][CH:18]=[CH:17][N:16]=1)=[CH:5]2.C1COCC1. (5) Given the product [CH3:19][C:22]1[N:17]([CH:14]2[CH2:15][CH2:16][N:11]([CH3:10])[CH2:12][CH2:13]2)[N:18]=[CH:24][C:23]=1[CH:30]=[O:31], predict the reactants needed to synthesize it. The reactants are: C(OCC)(=O)CC(C)=O.[CH3:10][N:11]1[CH2:16][CH2:15][CH:14]([NH:17][NH2:18])[CH2:13][CH2:12]1.[CH:19]1([C:22]2N(C(C)C)N=[CH:24][C:23]=2[CH:30]=[O:31])CC1. (6) Given the product [CH2:1]([O:3][C:4]([C:6]1[N:7]([CH2:22][C:23]([N:25]2[CH2:26][CH2:27][N:28]([C:31]3[CH:36]=[CH:35][C:34]([F:37])=[CH:33][CH:32]=3)[CH2:29][CH2:30]2)=[O:24])[N:8]=[C:9]([CH2:12][CH2:13][CH3:14])[C:10]=1[Cl:11])=[O:5])[CH3:2], predict the reactants needed to synthesize it. The reactants are: [CH2:1]([O:3][C:4]([C:6]1[NH:7][N:8]=[C:9]([CH2:12][CH2:13][CH3:14])[C:10]=1[Cl:11])=[O:5])[CH3:2].C([O-])([O-])=O.[K+].[K+].Cl[CH2:22][C:23]([N:25]1[CH2:30][CH2:29][N:28]([C:31]2[CH:36]=[CH:35][C:34]([F:37])=[CH:33][CH:32]=2)[CH2:27][CH2:26]1)=[O:24].CN(C=O)C. (7) The reactants are: [H-].[Na+].[OH:3][CH:4]1[CH2:9][CH2:8][N:7]([C:10]([O:12][C:13]([CH3:16])([CH3:15])[CH3:14])=[O:11])[CH2:6][CH2:5]1.Cl[C:18]1[CH:19]=[C:20]([CH:28]=[C:29]([C:31]([F:34])([F:33])[F:32])[N:30]=1)[C:21]([O:23]C(C)(C)C)=[O:22]. Given the product [C:13]([O:12][C:10]([N:7]1[CH2:6][CH2:5][CH:4]([O:3][C:18]2[CH:19]=[C:20]([CH:28]=[C:29]([C:31]([F:34])([F:32])[F:33])[N:30]=2)[C:21]([OH:23])=[O:22])[CH2:9][CH2:8]1)=[O:11])([CH3:16])([CH3:15])[CH3:14], predict the reactants needed to synthesize it. (8) The reactants are: [OH:1][CH2:2][CH2:3][NH:4][C:5](=[O:8])[CH:6]=[CH2:7].[C:9](OC(COC(COC(COC(=O)C=C)C)C)C)(=O)[CH:10]=C. Given the product [C:5]([N:4]1[CH2:10][CH2:9][O:1][CH2:2][CH2:3]1)(=[O:8])[CH:6]=[CH2:7], predict the reactants needed to synthesize it. (9) Given the product [C:10]1(=[O:11])[NH:9][C:7](=[O:8])[C:6]2=[CH:12][CH:13]=[CH:3][CH:4]=[C:5]12, predict the reactants needed to synthesize it. The reactants are: C([C:3]1[C:4](CC2C=CC=CC=2)=[C:5]2[C:10](=[O:11])[NH:9][C:7](=[O:8])[C:6]2=[CH:12][CH:13]=1)=C.O.NN.